This data is from Reaction yield outcomes from USPTO patents with 853,638 reactions. The task is: Predict the reaction yield, written as a fraction of the theoretical maximum amount of product (1.0 means a 100% yield; for example, 0.34 means a 34% yield). (1) The reactants are [N:1]1[CH:6]=[CH:5][CH:4]=[CH:3][C:2]=1[S:7][C:8]1[CH:13]=[CH:12][C:11]([N+:14]([O-])=O)=[CH:10][CH:9]=1.C([O-])([O-])=O.[K+].[K+]. The catalyst is CC(O)=O.CCOC(C)=O.O.[Fe]. The product is [N:1]1[CH:6]=[CH:5][CH:4]=[CH:3][C:2]=1[S:7][C:8]1[CH:13]=[CH:12][C:11]([NH2:14])=[CH:10][CH:9]=1. The yield is 0.700. (2) The reactants are F[C:2]1[CH:3]=[C:4]2[C:9](=[CH:10][C:11]=1[N+:12]([O-:14])=[O:13])[NH:8][C:7](=[O:15])[N:6]([NH:16][S:17]([CH3:20])(=[O:19])=[O:18])[C:5]2=[O:21].[NH:22]1[CH:26]=[C:25]([CH2:27][C:28]([N:30]2[CH2:35][CH2:34][O:33][CH2:32][CH2:31]2)=[O:29])[N:24]=[CH:23]1. No catalyst specified. The product is [N:30]1([C:28](=[O:29])[CH2:27][C:25]2[N:24]=[CH:23][N:22]([C:2]3[CH:3]=[C:4]4[C:9](=[CH:10][C:11]=3[N+:12]([O-:14])=[O:13])[NH:8][C:7](=[O:15])[N:6]([NH:16][S:17]([CH3:20])(=[O:19])=[O:18])[C:5]4=[O:21])[CH:26]=2)[CH2:31][CH2:32][O:33][CH2:34][CH2:35]1. The yield is 0.390. (3) The reactants are [C:1]([C:3]1[CH:27]=[CH:26][C:6]([CH2:7][N:8]2[CH2:13][CH2:12][CH:11]([NH:14][C:15]([C:17]3[CH:25]=[CH:24][C:20]([C:21]([OH:23])=O)=[CH:19][CH:18]=3)=[O:16])[CH2:10][CH2:9]2)=[CH:5][CH:4]=1)#[N:2].C(N(CC)CC)C.CN(C(ON1N=N[C:45]2[CH:46]=[CH:47][CH:48]=[N:49][C:44]1=2)=[N+](C)C)C.F[P-](F)(F)(F)(F)F.[CH2:59]([O:61][C:62]1[CH:74]=[CH:73][C:65]([CH2:66]C2CCNCC2)=[CH:64][CH:63]=1)[CH3:60]. The catalyst is CN(C)C=O.O. The product is [C:1]([C:3]1[CH:4]=[CH:5][C:6]([CH2:7][N:8]2[CH2:13][CH2:12][CH:11]([NH:14][C:15](=[O:16])[C:17]3[CH:18]=[CH:19][C:20]([C:21]([CH:46]4[CH2:45][CH2:44][N:49]([CH2:66][C:65]5[CH:73]=[CH:74][C:62]([O:61][CH2:59][CH3:60])=[CH:63][CH:64]=5)[CH2:48][CH2:47]4)=[O:23])=[CH:24][CH:25]=3)[CH2:10][CH2:9]2)=[CH:26][CH:27]=1)#[N:2]. The yield is 0.550. (4) The reactants are [NH:1]1[CH2:11][CH2:10][CH:4]([C:5]([O:7][CH2:8][CH3:9])=[O:6])[CH2:3][CH2:2]1.[F:12][C:13]([F:18])([F:17])[CH2:14][CH:15]=O.CC(O)=O.C([BH3-])#N.[Na+]. The catalyst is C1COCC1.CO. The product is [F:12][C:13]([F:18])([F:17])[CH2:14][CH2:15][N:1]1[CH2:2][CH2:3][CH:4]([C:5]([O:7][CH2:8][CH3:9])=[O:6])[CH2:10][CH2:11]1. The yield is 0.680.